Task: Predict the product of the given reaction.. Dataset: Forward reaction prediction with 1.9M reactions from USPTO patents (1976-2016) (1) Given the reactants [CH3:1][O:2][C:3](=[O:13])[C:4]1[CH:9]=[C:8]([O:10][CH3:11])[CH:7]=[C:6]([OH:12])[CH:5]=1.C([O-])([O-])=O.[K+].[K+].[CH2:20](Br)[CH:21]=[CH2:22], predict the reaction product. The product is: [CH3:1][O:2][C:3](=[O:13])[C:4]1[CH:9]=[C:8]([O:10][CH3:11])[CH:7]=[C:6]([O:12][CH2:22][CH:21]=[CH2:20])[CH:5]=1. (2) Given the reactants [CH3:1][C:2]([C:4]([O:6][CH3:7])=[O:5])=[CH2:3].[CH3:8][C:9](=[O:22])[O:10][CH2:11][CH:12]([CH2:17][O:18][C:19](=[O:21])[CH3:20])[O:13][C:14](=[O:16])[CH3:15], predict the reaction product. The product is: [CH3:3][C:2]([C:4]([O:6][CH3:7])=[O:5])=[CH2:1].[CH3:20][C:19](=[O:21])[O:18][CH2:17][CH:12]([CH2:11][O:10][C:9](=[O:22])[CH3:8])[O:13][C:14](=[O:16])[CH3:15]. (3) Given the reactants C[O:2][C:3](=[O:15])[CH2:4][S:5][C:6]1[CH:11]=[CH:10][C:9]([C:12](=[O:14])[CH3:13])=[CH:8][CH:7]=1.[Li+].[OH-].Cl, predict the reaction product. The product is: [C:12]([C:9]1[CH:8]=[CH:7][C:6]([S:5][CH2:4][C:3]([OH:15])=[O:2])=[CH:11][CH:10]=1)(=[O:14])[CH3:13]. (4) Given the reactants [Cl:1][C:2]1[CH:3]=[C:4]([CH:6]=[CH:7][C:8]=1[Cl:9])[NH2:5].[CH3:10][CH:11]([CH3:22])[CH2:12][C:13](=O)[C:14]([O:16][CH2:17][CH:18]([CH3:20])[CH3:19])=[O:15], predict the reaction product. The product is: [CH2:17]([O:16][C:14](=[O:15])[C@H:13]([CH2:12][CH:11]([CH3:22])[CH3:10])[NH:5][C:4]1[CH:6]=[CH:7][C:8]([Cl:9])=[C:2]([Cl:1])[CH:3]=1)[CH:18]([CH3:20])[CH3:19]. (5) Given the reactants [Cl:1][C:2]1[CH:23]=[CH:22][CH:21]=[CH:20][C:3]=1[CH:4]=[N:5][C:6]1[C:13]2[S:12][C:11]([NH:14][C:15]([CH:17]3[CH2:19][CH2:18]3)=[O:16])=[N:10][C:9]=2[NH:8][N:7]=1.C(=O)([O-])[O-].[K+].[K+].S([CH2:40][N+:41]#[C-:42])(C1C=CC(C)=CC=1)(=O)=O.C(O)(=O)CC(CC(O)=O)(C(O)=O)O, predict the reaction product. The product is: [Cl:1][C:2]1[CH:23]=[CH:22][CH:21]=[CH:20][C:3]=1[C:4]1[N:5]([C:6]2[C:13]3[S:12][C:11]([NH:14][C:15]([CH:17]4[CH2:19][CH2:18]4)=[O:16])=[N:10][C:9]=3[NH:8][N:7]=2)[CH:42]=[N:41][CH:40]=1. (6) Given the reactants Cl.[CH2:2]([O:4][C:5](=[O:9])[CH2:6][CH2:7][NH2:8])[CH3:3].C(N([CH2:15][CH3:16])CC)C.C([CH:19]([C:23](Cl)=[O:24])[C:20](Cl)=[O:21])C.C([O-])([O-])=[O:27].[K+].[K+], predict the reaction product. The product is: [CH2:15]([O:27][C:23](=[O:24])[CH2:19][C:20]([NH:8][CH2:7][CH2:6][C:5]([O:4][CH2:2][CH3:3])=[O:9])=[O:21])[CH3:16]. (7) Given the reactants [N+:1]([C:4]1[CH:5]=[N:6][N:7]([CH2:9][O:10][CH2:11][CH2:12][Si:13]([CH3:16])([CH3:15])[CH3:14])[CH:8]=1)([O-:3])=[O:2].Br[C:18]1[CH:23]=[C:22]([Cl:24])[CH:21]=[CH:20][C:19]=1[O:25][CH3:26].C(=O)([O-])[O-].[K+].[K+].CC(C)(C)C(O)=O, predict the reaction product. The product is: [Cl:24][C:22]1[CH:21]=[CH:20][C:19]([O:25][CH3:26])=[C:18]([C:5]2[C:4]([N+:1]([O-:3])=[O:2])=[CH:8][N:7]([CH2:9][O:10][CH2:11][CH2:12][Si:13]([CH3:16])([CH3:15])[CH3:14])[N:6]=2)[CH:23]=1. (8) Given the reactants Br[C:2]1[N:3]([CH2:10][CH:11]([CH2:14][O:15][C:16]2[CH:21]=[CH:20][C:19]([I:22])=[CH:18][CH:17]=2)[CH2:12][OH:13])[CH:4]=[C:5]([N+:7]([O-:9])=[O:8])[N:6]=1.[H-].[Na+], predict the reaction product. The product is: [I:22][C:19]1[CH:20]=[CH:21][C:16]([O:15][CH2:14][CH:11]2[CH2:12][O:13][C:2]3=[N:6][C:5]([N+:7]([O-:9])=[O:8])=[CH:4][N:3]3[CH2:10]2)=[CH:17][CH:18]=1.